Dataset: Full USPTO retrosynthesis dataset with 1.9M reactions from patents (1976-2016). Task: Predict the reactants needed to synthesize the given product. (1) Given the product [CH2:1]([N:8]1[C:13](=[O:14])[C:12]2[C:15]([NH:26][C:25]3[CH:27]=[CH:28][C:29]([N+:31]([O-:33])=[O:32])=[CH:30][C:24]=3[F:23])=[C:16]([CH3:21])[C:17](=[O:20])[N:18]([CH3:19])[C:11]=2[N:10]=[CH:9]1)[C:2]1[CH:7]=[CH:6][CH:5]=[CH:4][CH:3]=1, predict the reactants needed to synthesize it. The reactants are: [CH2:1]([N:8]1[C:13](=[O:14])[C:12]2[C:15](Cl)=[C:16]([CH3:21])[C:17](=[O:20])[N:18]([CH3:19])[C:11]=2[N:10]=[CH:9]1)[C:2]1[CH:7]=[CH:6][CH:5]=[CH:4][CH:3]=1.[F:23][C:24]1[CH:30]=[C:29]([N+:31]([O-:33])=[O:32])[CH:28]=[CH:27][C:25]=1[NH2:26].CC(C)([O-])C.[Na+].C(OCC)C. (2) Given the product [CH3:11][NH:10][C@@H:3]([C:4]1[CH:5]=[CH:6][CH:7]=[CH:8][CH:9]=1)[CH2:2][N:21]1[CH2:25][CH2:24][C@H:23]([O:26][CH2:27][CH2:28][O:29][CH2:30][CH2:31][O:32][CH2:33][CH2:34][O:35][C:36]([F:38])([F:39])[F:37])[CH2:22]1, predict the reactants needed to synthesize it. The reactants are: O=[C:2]([N:21]1[CH2:25][CH2:24][C@H:23]([O:26][CH2:27][CH2:28][O:29][CH2:30][CH2:31][O:32][CH2:33][CH2:34][O:35][C:36]([F:39])([F:38])[F:37])[CH2:22]1)[C@@H:3]([NH:10][C:11](=O)OCC1C=CC=CC=1)[C:4]1[CH:9]=[CH:8][CH:7]=[CH:6][CH:5]=1.[H-].[Al+3].[Li+].[H-].[H-].[H-].C(=O)([O-])[O-].[Na+].[Na+].